This data is from Reaction yield outcomes from USPTO patents with 853,638 reactions. The task is: Predict the reaction yield, written as a fraction of the theoretical maximum amount of product (1.0 means a 100% yield; for example, 0.34 means a 34% yield). (1) The reactants are C([C:4]1SC(N2CCN(CC3C=CC(C(N4CCCCC4)=O)=CC=3)C2=O)=[N:6][C:5]=1C)(=O)C.[C:31]([C:34]1[S:38][C:37]([N:39]2[CH2:43][CH2:42][N:41]([CH2:44][C:45]3[CH:50]=[CH:49][C:48]([F:51])=[CH:47][CH:46]=3)[C:40]2=[O:52])=[N:36][C:35]=1[CH3:53])(=O)[CH3:32].COC(OC)([N:58](C)C)C.O.NN. No catalyst specified. The product is [F:51][C:48]1[CH:49]=[CH:50][C:45]([CH2:44][N:41]2[CH2:42][CH2:43][N:39]([C:37]3[S:38][C:34]([C:31]4[CH:32]=[C:5]([CH3:4])[NH:6][N:58]=4)=[C:35]([CH3:53])[N:36]=3)[C:40]2=[O:52])=[CH:46][CH:47]=1. The yield is 0.460. (2) The reactants are [F:1][C:2]1[CH:3]=[N:4][C:5]([NH:11][CH:12]2[CH2:16][CH2:15][S:14][CH2:13]2)=[C:6]([CH:10]=1)[C:7]([OH:9])=O.[NH2:17][C@@H:18]1[CH2:23][CH2:22][C@H:21]([NH:24][C:25](=[O:31])[O:26][C:27]([CH3:30])([CH3:29])[CH3:28])[CH2:20][CH2:19]1.CN(C(ON1N=NC2C=CC=NC1=2)=[N+](C)C)C.F[P-](F)(F)(F)(F)F.C1C=NC2N(O)N=NC=2C=1.CCN(C(C)C)C(C)C. The catalyst is CN1C(=O)CCC1.C(OCC)(=O)C. The product is [C:27]([O:26][C:25](=[O:31])[NH:24][C@H:21]1[CH2:20][CH2:19][C@@H:18]([NH:17][C:7]([C:6]2[C:5]([NH:11][CH:12]3[CH2:16][CH2:15][S:14][CH2:13]3)=[N:4][CH:3]=[C:2]([F:1])[CH:10]=2)=[O:9])[CH2:23][CH2:22]1)([CH3:30])([CH3:28])[CH3:29]. The yield is 0.550. (3) The reactants are C(N[C:10]1[CH:41]=[CH:40][N:13]([C@@H:14]2[O:29][C@H:18]([CH:19]([C:21](=[O:28])[C:22]3[CH:27]=[CH:26][CH:25]=[CH:24][CH:23]=3)[OH:20])[C@@:16]([C:30](=[O:37])[C:31]3[CH:36]=[CH:35][CH:34]=[CH:33][CH:32]=3)([OH:17])[C@:15]2([F:39])[CH3:38])[C:12](=[O:42])[N:11]=1)(=O)C1C=CC=CC=1.CC(O)=[O:45]. No catalyst specified. The product is [C:30]([C@@:16]1([OH:17])[C@@H:18]([CH:19]([C:21](=[O:28])[C:22]2[CH:27]=[CH:26][CH:25]=[CH:24][CH:23]=2)[OH:20])[O:29][C@@H:14]([N:13]2[CH:40]=[CH:41][C:10](=[O:45])[NH:11][C:12]2=[O:42])[C@@:15]1([F:39])[CH3:38])(=[O:37])[C:31]1[CH:36]=[CH:35][CH:34]=[CH:33][CH:32]=1. The yield is 0.910. (4) The reactants are Cl[S:2]([N:5]=[C:6]=[O:7])(=[O:4])=[O:3].[C:8]([OH:12])([CH3:11])([CH3:10])[CH3:9].[F:13][C:14]1[CH:19]=[C:18]([N+:20]([O-:22])=[O:21])[CH:17]=[CH:16][C:15]=1[CH2:23][NH2:24].C(N(CC)CC)C. The catalyst is ClCCl. The yield is 0.340. The product is [F:13][C:14]1[CH:19]=[C:18]([N+:20]([O-:22])=[O:21])[CH:17]=[CH:16][C:15]=1[CH2:23][NH:24][S:2]([NH:5][C:6](=[O:7])[O:12][C:8]([CH3:11])([CH3:10])[CH3:9])(=[O:4])=[O:3].